From a dataset of Reaction yield outcomes from USPTO patents with 853,638 reactions. Predict the reaction yield, written as a fraction of the theoretical maximum amount of product (1.0 means a 100% yield; for example, 0.34 means a 34% yield). (1) The reactants are [NH:1]1[C:5]([C:6]2[CH:12]=[C:11]([C:13]([F:16])([F:15])[F:14])[CH:10]=[CH:9][C:7]=2[NH2:8])=[CH:4][N:3]=[N:2]1.C([O-])([O-])=O.[K+].[K+].[C:23](Cl)(Cl)=[S:24]. The catalyst is C1COCC1. The product is [F:16][C:13]([F:15])([F:14])[C:11]1[CH:10]=[CH:9][C:7]2[NH:8][C:23](=[S:24])[N:1]3[N:2]=[N:3][CH:4]=[C:5]3[C:6]=2[CH:12]=1. The yield is 0.680. (2) The reactants are Cl.[CH:2]1([NH2:8])[CH2:7][CH2:6][CH2:5][CH2:4][CH2:3]1.C[Al](C)C.C.C([O:21][C:22]1[CH:27]=[CH:26][C:25]([C:28]2[N:32]([C:33]3[CH:38]=[CH:37][C:36]([Cl:39])=[CH:35][C:34]=3[Cl:40])[N:31]=[C:30]([C:41]([O:43]CC)=O)[C:29]=2[CH3:46])=[CH:24][CH:23]=1)C1C=CC=CC=1.[C:47]1([CH3:53])[CH:52]=[CH:51][CH:50]=[CH:49][CH:48]=1. No catalyst specified. The product is [CH2:53]([O:21][C:22]1[CH:23]=[CH:24][C:25]([C:28]2[N:32]([C:33]3[CH:38]=[CH:37][C:36]([Cl:39])=[CH:35][C:34]=3[Cl:40])[N:31]=[C:30]([C:41]([NH:8][CH:2]3[CH2:7][CH2:6][CH2:5][CH2:4][CH2:3]3)=[O:43])[C:29]=2[CH3:46])=[CH:26][CH:27]=1)[C:47]1[CH:52]=[CH:51][CH:50]=[CH:49][CH:48]=1. The yield is 0.960. (3) The reactants are [OH:1][CH2:2][CH2:3][CH2:4]/[CH:5]=[CH:6]/[C:7]([NH:9][C:10]1[CH:15]=[CH:14][CH:13]=[CH:12][C:11]=1[NH:16][C:17](=[O:23])[O:18][C:19]([CH3:22])([CH3:21])[CH3:20])=[O:8].C(N(CC)CC)C.[CH3:31][S:32](Cl)(=[O:34])=[O:33].O. The catalyst is C(Cl)Cl. The product is [CH3:31][S:32]([O:1][CH2:2][CH2:3]/[CH:4]=[CH:5]/[CH2:6][C:7]([NH:9][C:10]1[CH:15]=[CH:14][CH:13]=[CH:12][C:11]=1[NH:16][C:17]([O:18][C:19]([CH3:20])([CH3:22])[CH3:21])=[O:23])=[O:8])(=[O:34])=[O:33]. The yield is 0.900. (4) The reactants are [O:1]=[C:2]1[C:10]2[C:5](=[CH:6][CH:7]=[CH:8][CH:9]=2)[C:4](=[O:11])[N:3]1[CH2:12][CH2:13][C:14]1([CH2:17][OH:18])[CH2:16][CH2:15]1.C[N+]1([O-])CCOCC1. The catalyst is C(Cl)Cl.[Ru]([O-])(=O)(=O)=O.C([N+](CCC)(CCC)CCC)CC. The product is [O:1]=[C:2]1[C:10]2[C:5](=[CH:6][CH:7]=[CH:8][CH:9]=2)[C:4](=[O:11])[N:3]1[CH2:12][CH2:13][C:14]1([CH:17]=[O:18])[CH2:15][CH2:16]1. The yield is 0.820. (5) The reactants are [F:1][C:2]1([F:60])[CH2:7][CH2:6][CH:5]([C:8]2[C:17]3[CH:16]([O:18]CC4C=CC(OC)=CC=4)[CH2:15][C:14]([CH3:29])([CH3:28])[CH2:13][C:12]=3[N:11]=[C:10]([CH:30]3[CH2:35][CH2:34][N:33]([C:36]4[N:41]=[CH:40][C:39]([CH2:42][O:43][CH2:44][CH:45]([CH3:47])[CH3:46])=[CH:38][N:37]=4)[CH2:32][CH2:31]3)[C:9]=2[CH:48]([F:59])[C:49]2[CH:54]=[CH:53][C:52]([C:55]([F:58])([F:57])[F:56])=[CH:51][CH:50]=2)[CH2:4][CH2:3]1.FC1(F)CCC(C2C3C(OCC4C=CC(OC)=CC=4)CC(C)(C)CC=3N=C(C3CCN(C4N=CC(COCC)=CN=4)CC3)C=2C(F)C2C=CC(C(F)(F)F)=CC=2)CC1. No catalyst specified. The product is [F:60][C:2]1([F:1])[CH2:3][CH2:4][CH:5]([C:8]2[C:17]3[CH:16]([OH:18])[CH2:15][C:14]([CH3:28])([CH3:29])[CH2:13][C:12]=3[N:11]=[C:10]([CH:30]3[CH2:31][CH2:32][N:33]([C:36]4[N:41]=[CH:40][C:39]([CH2:42][O:43][CH2:44][CH:45]([CH3:46])[CH3:47])=[CH:38][N:37]=4)[CH2:34][CH2:35]3)[C:9]=2[CH:48]([F:59])[C:49]2[CH:50]=[CH:51][C:52]([C:55]([F:56])([F:58])[F:57])=[CH:53][CH:54]=2)[CH2:6][CH2:7]1. The yield is 0.690. (6) The reactants are [CH3:1][N:2]1[CH:6]=[CH:5][CH:4]=[N:3]1.[Li]CCCC.[C:12]([O:16][C:17](=[O:31])[NH:18][C:19]1[S:20][C:21]2[CH:27]=[C:26]([CH:28]=[O:29])[CH:25]=[C:24]([Br:30])[C:22]=2[N:23]=1)([CH3:15])([CH3:14])[CH3:13].[Li].[NH4+].[Cl-]. The catalyst is C1COCC1. The product is [C:12]([O:16][C:17](=[O:31])[NH:18][C:19]1[S:20][C:21]2[CH:27]=[C:26]([CH:28]([OH:29])[C:6]3[N:2]([CH3:1])[N:3]=[CH:4][CH:5]=3)[CH:25]=[C:24]([Br:30])[C:22]=2[N:23]=1)([CH3:15])([CH3:13])[CH3:14]. The yield is 0.950. (7) The reactants are [CH3:1][N:2]1[CH2:6][CH2:5][C@:4]([NH:10][C:11](=[O:17])[O:12][C:13]([CH3:16])([CH3:15])[CH3:14])([CH2:7][C:8]#[CH:9])[C:3]1=[O:18].[CH2:19]([O:21][C:22]1[CH:23]=[CH:24][C:25]([F:36])=[C:26]([C:28]2[CH:33]=[C:32]([CH3:34])[N:31]=[C:30](I)[N:29]=2)[CH:27]=1)[CH3:20].N(CC)CC. The catalyst is C1COCC1.CCOC(C)=O.CCCC(C)C.[Cu](I)I. The product is [CH2:19]([O:21][C:22]1[CH:23]=[CH:24][C:25]([F:36])=[C:26]([C:28]2[CH:33]=[C:32]([CH3:34])[N:31]=[C:30]([C:9]#[C:8][CH2:7][C@@:4]3([NH:10][C:11](=[O:17])[O:12][C:13]([CH3:15])([CH3:14])[CH3:16])[CH2:5][CH2:6][N:2]([CH3:1])[C:3]3=[O:18])[N:29]=2)[CH:27]=1)[CH3:20]. The yield is 0.909.